Predict the reactants needed to synthesize the given product. From a dataset of Full USPTO retrosynthesis dataset with 1.9M reactions from patents (1976-2016). Given the product [CH3:1][O:2][C:3]([C:5]1[S:6][C:7]([Br:11])=[CH:8][C:9]=1[NH:10][CH:16]1[CH2:17][O:18][C:13]([CH3:20])([CH3:12])[O:14][CH2:15]1)=[O:4], predict the reactants needed to synthesize it. The reactants are: [CH3:1][O:2][C:3]([C:5]1[S:6][C:7]([Br:11])=[CH:8][C:9]=1[NH2:10])=[O:4].[CH3:12][C:13]1([CH3:20])[O:18][CH2:17][C:16](=O)[CH2:15][O:14]1.C([Sn](Cl)(Cl)CCCC)CCC.C1([SiH3])C=CC=CC=1.